This data is from Catalyst prediction with 721,799 reactions and 888 catalyst types from USPTO. The task is: Predict which catalyst facilitates the given reaction. (1) Reactant: [CH2:1]([O:3][C:4]1[CH:9]=[CH:8][C:7]([N:10]2[C:14]3[N:15]=[C:16]([NH:19][C@@H:20]4[CH2:24][CH2:23][C@@H:22]([C:25](O)=[O:26])[CH2:21]4)[N:17]=[CH:18][C:13]=3[N:12]=[N:11]2)=[CH:6][CH:5]=1)[CH3:2].[NH2:28][CH2:29][CH2:30][C:31]([CH3:34])([OH:33])[CH3:32].Cl.CN(C)CCCN=C=NCC.O.ON1C2C=CC=CC=2N=N1. Product: [OH:33][C:31]([CH3:34])([CH3:32])[CH2:30][CH2:29][NH:28][C:25]([C@@H:22]1[CH2:23][CH2:24][C@@H:20]([NH:19][C:16]2[N:17]=[CH:18][C:13]3[N:12]=[N:11][N:10]([C:7]4[CH:6]=[CH:5][C:4]([O:3][CH2:1][CH3:2])=[CH:9][CH:8]=4)[C:14]=3[N:15]=2)[CH2:21]1)=[O:26]. The catalyst class is: 1. (2) Reactant: C([O-])C.[CH:4]1([C:7]2[N:11]([C:12]3[CH:21]=[CH:20][CH:19]=[C:18]4[C:13]=3[CH:14]=[CH:15][CH:16]=[N:17]4)[N:10]=[CH:9][C:8]=2[C:22]([NH:24][C:25]([NH2:27])=[NH:26])=[O:23])[CH2:6][CH2:5]1.NC(N)=N.C1(C2N(C3C=CC=C4C=3C=CC=N4)N=CC=2C(Cl)=O)CC1. Product: [CH:4]1([C:7]2[N:11]([C:12]3[CH:21]=[CH:20][CH:19]=[C:18]4[C:13]=3[CH:14]=[CH:15][CH:16]=[N:17]4)[N:10]=[CH:9][C:8]=2[C:22]([NH:24][C:25]([NH2:27])=[NH:26])=[O:23])[CH2:5][CH2:6]1. The catalyst class is: 7.